Dataset: Reaction yield outcomes from USPTO patents with 853,638 reactions. Task: Predict the reaction yield, written as a fraction of the theoretical maximum amount of product (1.0 means a 100% yield; for example, 0.34 means a 34% yield). (1) The reactants are [CH3:1][CH:2]([C:6]1[C:10](/[CH:11]=[CH:12]/[C:13]([O:15][CH2:16][CH3:17])=[O:14])=[CH:9][N:8]([C:18]2[CH:23]=[CH:22][C:21]([C:24]([F:27])([F:26])[F:25])=[CH:20][N:19]=2)[N:7]=1)[CH2:3][CH2:4][CH3:5]. The catalyst is [C].[Pd].O1CCCC1. The product is [CH3:1][CH:2]([C:6]1[C:10]([CH2:11][CH2:12][C:13]([O:15][CH2:16][CH3:17])=[O:14])=[CH:9][N:8]([C:18]2[CH:23]=[CH:22][C:21]([C:24]([F:27])([F:26])[F:25])=[CH:20][N:19]=2)[N:7]=1)[CH2:3][CH2:4][CH3:5]. The yield is 0.990. (2) The reactants are [NH2:1][C:2]1[C:7]([F:8])=[CH:6][C:5]([OH:9])=[C:4]([F:10])[CH:3]=1.[Cl:11][C:12]1[CH:17]=[C:16](Cl)[N:15]=[C:14]([NH:19][C:20](=[O:22])[CH3:21])[N:13]=1.C(=O)([O-])[O-].[K+].[K+]. The catalyst is CN(C=O)C.O. The product is [NH2:1][C:2]1[C:7]([F:8])=[CH:6][C:5]([O:9][C:16]2[CH:17]=[C:12]([Cl:11])[N:13]=[C:14]([NH:19][C:20](=[O:22])[CH3:21])[N:15]=2)=[C:4]([F:10])[CH:3]=1. The yield is 0.440. (3) The reactants are [CH:1]1([C:4]2[CH:13]=[CH:12][C:7]([C:8]([O:10][CH3:11])=[O:9])=[C:6]([CH3:14])[CH:5]=2)[CH2:3][CH2:2]1.[I:15]I.S(=O)(=O)(O)O.O. The catalyst is CC(O)=O. The product is [CH:1]1([C:4]2[C:13]([I:15])=[CH:12][C:7]([C:8]([O:10][CH3:11])=[O:9])=[C:6]([CH3:14])[CH:5]=2)[CH2:2][CH2:3]1. The yield is 0.450. (4) The reactants are C([N:8]1[CH2:13][CH2:12][N:11](CC2C=CC=CC=2)[CH2:10][C@@H:9]1[CH2:21][CH2:22][C:23]1[CH:28]=[CH:27][C:26]([C:29]([F:32])([F:31])[F:30])=[CH:25][CH:24]=1)C1C=CC=CC=1.C([O-])=O.[NH4+]. The catalyst is [Pd].C(O)C. The product is [F:32][C:29]([F:30])([F:31])[C:26]1[CH:27]=[CH:28][C:23]([CH2:22][CH2:21][C@H:9]2[CH2:10][NH:11][CH2:12][CH2:13][NH:8]2)=[CH:24][CH:25]=1. The yield is 0.930. (5) The reactants are [C:1]1([N:7]2[C:12](=[O:13])[C:11]3[S:14][CH:15]=[C:16]([C:17]4[CH:22]=[CH:21][CH:20]=[CH:19][CH:18]=4)[C:10]=3[N:9]=[CH:8]2)C=C[CH:4]=[CH:3][CH:2]=1.NC1C(C2C=CC=CC=2[F:35])=CSC=1C(OC)=O.C(OCC)(OCC)OCC.C(N)CCC. The catalyst is C(O)(=O)C. The product is [CH2:1]([N:7]1[C:12](=[O:13])[C:11]2[S:14][CH:15]=[C:16]([C:17]3[CH:22]=[CH:21][CH:20]=[CH:19][C:18]=3[F:35])[C:10]=2[N:9]=[CH:8]1)[CH2:2][CH2:3][CH3:4]. The yield is 0.936. (6) The reactants are [C:1]([O:4][CH2:5][CH3:6])(=[O:3])[CH3:2].[O-:7]CC.[Na+].[F:11][C:12](N(C)C)([F:16])[CH:13](F)F.O. The catalyst is C(O)C. The product is [F:11][CH:12]([F:16])[C:13](=[O:7])[CH2:2][C:1]([O:4][CH2:5][CH3:6])=[O:3]. The yield is 0.650.